Dataset: Catalyst prediction with 721,799 reactions and 888 catalyst types from USPTO. Task: Predict which catalyst facilitates the given reaction. (1) Reactant: C(O)(=O)C.CC(N)(C1C=NC(C(F)(F)F)=CC=1)C.FC(F)(F)OC1C=C([C@@H]2N(C3C=CC(C(F)(F)F)=CC=3)C(=O)C(=O)C2)C=CC=1.[CH3:47][C:48]([NH:60][C:61]1[C:62](=[O:87])[N:63]([C:77]2[CH:82]=[CH:81][C:80]([C:83]([F:86])([F:85])[F:84])=[CH:79][CH:78]=2)[C@@H:64]([C:66]2[CH:71]=[CH:70][CH:69]=[C:68]([O:72][C:73]([F:76])([F:75])[F:74])[CH:67]=2)[CH:65]=1)([C:50]1[CH:51]=[N:52][C:53]([C:56]([F:59])([F:58])[F:57])=[CH:54][CH:55]=1)[CH3:49].C([BH3-])#N.[Na+]. Product: [CH3:49][C:48]([NH:60][C@@H:61]1[CH2:65][C@H:64]([C:66]2[CH:71]=[CH:70][CH:69]=[C:68]([O:72][C:73]([F:74])([F:75])[F:76])[CH:67]=2)[N:63]([C:77]2[CH:78]=[CH:79][C:80]([C:83]([F:84])([F:86])[F:85])=[CH:81][CH:82]=2)[C:62]1=[O:87])([C:50]1[CH:51]=[N:52][C:53]([C:56]([F:57])([F:58])[F:59])=[CH:54][CH:55]=1)[CH3:47].[CH3:49][C:48]([NH:60][C@H:61]1[CH2:65][C@H:64]([C:66]2[CH:71]=[CH:70][CH:69]=[C:68]([O:72][C:73]([F:74])([F:75])[F:76])[CH:67]=2)[N:63]([C:77]2[CH:78]=[CH:79][C:80]([C:83]([F:84])([F:86])[F:85])=[CH:81][CH:82]=2)[C:62]1=[O:87])([C:50]1[CH:51]=[N:52][C:53]([C:56]([F:57])([F:58])[F:59])=[CH:54][CH:55]=1)[CH3:47]. The catalyst class is: 11. (2) Reactant: COC1C=C(OC)C=CC=1C[NH:6][C:7]1[C:16]2[C:11](=[CH:12][CH:13]=[CH:14][CH:15]=2)[C:10]([C:17]2[CH:22]=[CH:21][CH:20]=[CH:19][CH:18]=2)=[N:9][N:8]=1.Br.O. Product: [C:17]1([C:10]2[C:11]3[C:16](=[CH:15][CH:14]=[CH:13][CH:12]=3)[C:7]([NH2:6])=[N:8][N:9]=2)[CH:18]=[CH:19][CH:20]=[CH:21][CH:22]=1. The catalyst class is: 15. (3) Reactant: [CH2:1]([C:4]1[CH:18]=[CH:17][C:7]([O:8][CH2:9][C:10]([O:12]C(C)(C)C)=[O:11])=[CH:6][CH:5]=1)[CH2:2][CH3:3].CC(C)=O. Product: [CH2:1]([C:4]1[CH:18]=[CH:17][C:7]([O:8][CH2:9][C:10]([OH:12])=[O:11])=[CH:6][CH:5]=1)[CH2:2][CH3:3]. The catalyst class is: 281. (4) Reactant: C[O:2][C:3](=[O:37])[C:4]([CH3:36])([CH3:35])[CH2:5][C:6]1[CH:11]=[C:10]([CH3:12])[C:9]([C:13]2[NH:17][C:16]3[CH:18]=[C:19]([C:22]4[O:23][C:24]([C:27]5[CH:32]=[CH:31][CH:30]=[CH:29][C:28]=5[CH3:33])=[N:25][N:26]=4)[CH:20]=[CH:21][C:15]=3[N:14]=2)=[C:8]([CH3:34])[CH:7]=1.[OH-].[Na+].Cl. Product: [CH3:12][C:10]1[CH:11]=[C:6]([CH2:5][C:4]([CH3:36])([CH3:35])[C:3]([OH:37])=[O:2])[CH:7]=[C:8]([CH3:34])[C:9]=1[C:13]1[NH:17][C:16]2[CH:18]=[C:19]([C:22]3[O:23][C:24]([C:27]4[CH:32]=[CH:31][CH:30]=[CH:29][C:28]=4[CH3:33])=[N:25][N:26]=3)[CH:20]=[CH:21][C:15]=2[N:14]=1. The catalyst class is: 87. (5) Reactant: Cl.[OH:2][C:3]1[CH:10]=[CH:9][C:6]([CH2:7][NH2:8])=[CH:5][C:4]=1[O:11][CH3:12].Cl[C:14]1[C:19]([N+:20]([O-:22])=[O:21])=[CH:18][C:17]([I:23])=[CH:16][N:15]=1.[OH-].[K+]. Product: [I:23][C:17]1[CH:18]=[C:19]([N+:20]([O-:22])=[O:21])[C:14]([NH:8][CH2:7][C:6]2[CH:9]=[CH:10][C:3]([OH:2])=[C:4]([O:11][CH3:12])[CH:5]=2)=[N:15][CH:16]=1. The catalyst class is: 10. (6) Product: [Cl:15][C:4]1[CH:3]=[C:2]([CH:22]=[CH2:23])[CH:14]=[CH:13][C:5]=1[C:6]([O:8][C:9]([CH3:12])([CH3:11])[CH3:10])=[O:7]. Reactant: Br[C:2]1[CH:14]=[CH:13][C:5]([C:6]([O:8][C:9]([CH3:12])([CH3:11])[CH3:10])=[O:7])=[C:4]([Cl:15])[CH:3]=1.C([O-])([O-])=O.[K+].[K+].[C:22]1(C)C=CC=C[CH:23]=1. The catalyst class is: 73. (7) Reactant: Cl.[F:2][C:3]1[C:12]2[C:7](=[CH:8][CH:9]=[CH:10][CH:11]=2)[C:6]([CH:13]([N:17]2[CH2:22][CH2:21][N:20]([CH3:23])[CH2:19][CH2:18]2)[C:14]([OH:16])=O)=[CH:5][CH:4]=1.CCN(C(C)C)C(C)C.CN(C(ON1N=NC2C=CC=CC1=2)=[N+](C)C)C.[B-](F)(F)(F)F.[Cl:55][C:56]1[CH:57]=[C:58]([NH:63][NH2:64])[CH:59]=[C:60]([Cl:62])[CH:61]=1. Product: [Cl:55][C:56]1[CH:57]=[C:58]([NH:63][NH:64][C:14](=[O:16])[CH:13]([C:6]2[C:7]3[C:12](=[CH:11][CH:10]=[CH:9][CH:8]=3)[C:3]([F:2])=[CH:4][CH:5]=2)[N:17]2[CH2:18][CH2:19][N:20]([CH3:23])[CH2:21][CH2:22]2)[CH:59]=[C:60]([Cl:62])[CH:61]=1. The catalyst class is: 3. (8) Reactant: [CH2:1]([O:8][C:9](=[O:33])[C@@H:10]([NH:20][C:21](=[O:32])[C@@H:22]([NH:24]C(OC(C)(C)C)=O)[CH3:23])[CH2:11][C:12]1[CH:17]=[CH:16][C:15]([O:18][CH3:19])=[CH:14][CH:13]=1)[C:2]1[CH:7]=[CH:6][CH:5]=[CH:4][CH:3]=1.FC(F)(F)C(O)=O.C(N(CC)C(C)C)(C)C.[C:50]1([CH3:60])[C:51]([S:56](Cl)(=[O:58])=[O:57])=[CH:52][CH:53]=[CH:54][CH:55]=1. Product: [CH2:1]([O:8][C:9](=[O:33])[C@@H:10]([NH:20][C:21](=[O:32])[C@@H:22]([NH:24][S:56]([C:51]1[C:50]([CH3:60])=[CH:55][CH:54]=[CH:53][CH:52]=1)(=[O:58])=[O:57])[CH3:23])[CH2:11][C:12]1[CH:13]=[CH:14][C:15]([O:18][CH3:19])=[CH:16][CH:17]=1)[C:2]1[CH:3]=[CH:4][CH:5]=[CH:6][CH:7]=1. The catalyst class is: 4.